Dataset: Forward reaction prediction with 1.9M reactions from USPTO patents (1976-2016). Task: Predict the product of the given reaction. (1) Given the reactants [CH3:1][O:2][C:3](=[O:19])[CH:4]([N:16]=[N+]=[N-])[CH:5]([C:10]1[CH:15]=[CH:14][CH:13]=[CH:12][CH:11]=1)[C:6]([F:9])([F:8])[F:7], predict the reaction product. The product is: [CH3:1][O:2][C:3](=[O:19])[CH:4]([NH2:16])[CH:5]([C:10]1[CH:15]=[CH:14][CH:13]=[CH:12][CH:11]=1)[C:6]([F:7])([F:9])[F:8]. (2) Given the reactants [CH2:1]([O:3][C:4](=[O:17])[CH2:5][N:6]1[C:10]([CH3:11])=[CH:9][CH:8]=[C:7]1[C:12]([O:14][CH2:15][CH3:16])=[O:13])[CH3:2].[H-].[Na+].[CH:20](OCC)=[O:21], predict the reaction product. The product is: [CH2:1]([O:3][C:4](/[C:5](/[N:6]1[C:10]([CH3:11])=[CH:9][CH:8]=[C:7]1[C:12]([O:14][CH2:15][CH3:16])=[O:13])=[CH:20]\[OH:21])=[O:17])[CH3:2]. (3) Given the reactants C(O[CH:5]1[C:18]2[C:17]3[C:12](=[CH:13][CH:14]=[C:15]([O:19][CH3:20])[CH:16]=3)[N:11]=[CH:10][C:9]=2[O:8][CH:7]([O:21][C:22](=[O:24])[CH3:23])[CH:6]1[C@H:25]1[CH2:30][CH2:29][C@H:28]([NH:31][C:32]([O:34][C:35]([CH3:38])([CH3:37])[CH3:36])=[O:33])[CH2:27][CH2:26]1)(=O)C, predict the reaction product. The product is: [C:35]([O:34][C:32]([NH:31][C@H:28]1[CH2:27][CH2:26][C@H:25]([CH:6]2[CH2:5][C:18]3[C:17]4[C:12](=[CH:13][CH:14]=[C:15]([O:19][CH3:20])[CH:16]=4)[N:11]=[CH:10][C:9]=3[O:8][CH:7]2[O:21][C:22](=[O:24])[CH3:23])[CH2:30][CH2:29]1)=[O:33])([CH3:38])([CH3:36])[CH3:37]. (4) Given the reactants [S:1]1[C:5]([C:6]([OH:8])=O)=[CH:4][N:3]=[CH:2]1.CCN(C(C)C)C(C)C.CN(C(ON1N=NC2C=CC=CC1=2)=[N+](C)C)C.[B-](F)(F)(F)F.Cl.[CH3:41][O:42][C:43]1[CH:52]=[CH:51][CH:50]=[C:49]2[C:44]=1[CH2:45][CH2:46][N:47]([CH2:53][C:54]1[CH:59]=[CH:58][C:57]([C@@H:60]([NH2:62])[CH3:61])=[CH:56][CH:55]=1)[CH2:48]2, predict the reaction product. The product is: [CH3:41][O:42][C:43]1[CH:52]=[CH:51][CH:50]=[C:49]2[C:44]=1[CH2:45][CH2:46][N:47]([CH2:53][C:54]1[CH:55]=[CH:56][C:57]([C@@H:60]([NH:62][C:6]([C:5]3[S:1][CH:2]=[N:3][CH:4]=3)=[O:8])[CH3:61])=[CH:58][CH:59]=1)[CH2:48]2. (5) Given the reactants [CH3:1][O:2][C:3]([CH:5]1[C:9]([NH:10][C:11]2[CH:16]=[CH:15][C:14]([I:17])=[CH:13][C:12]=2[F:18])=[CH:8][S:7][CH2:6]1)=[O:4].C1(Cl)C(=O)C(Cl)=C(Cl)C(=O)C=1Cl, predict the reaction product. The product is: [F:18][C:12]1[CH:13]=[C:14]([I:17])[CH:15]=[CH:16][C:11]=1[NH:10][C:9]1[C:5]([C:3]([O:2][CH3:1])=[O:4])=[CH:6][S:7][CH:8]=1. (6) Given the reactants [O:1]=[C:2]1[C:7]2[C:8]([C:16]3[CH:17]=[C:18]([C:21]([O:23]C)=[O:22])[S:19][CH:20]=3)=[CH:9][N:10]([CH:11]([CH2:14][CH3:15])[CH2:12][CH3:13])[C:6]=2[CH:5]=[CH:4][NH:3]1.CO.C1COCC1.[OH-].[Na+], predict the reaction product. The product is: [O:1]=[C:2]1[C:7]2[C:8]([C:16]3[CH:17]=[C:18]([C:21]([OH:23])=[O:22])[S:19][CH:20]=3)=[CH:9][N:10]([CH:11]([CH2:14][CH3:15])[CH2:12][CH3:13])[C:6]=2[CH:5]=[CH:4][NH:3]1. (7) The product is: [Cl:13][C:14]1[CH:21]=[CH:20][C:17]([CH2:18][NH:19][CH2:11][C:8]2[CH:9]=[CH:10][C:5]([C:3]([O:2][CH3:1])=[O:4])=[CH:6][CH:7]=2)=[CH:16][CH:15]=1. Given the reactants [CH3:1][O:2][C:3]([C:5]1[CH:10]=[CH:9][C:8]([CH:11]=O)=[CH:7][CH:6]=1)=[O:4].[Cl:13][C:14]1[CH:21]=[CH:20][C:17]([CH2:18][NH2:19])=[CH:16][CH:15]=1.C(O[BH-](OC(=O)C)OC(=O)C)(=O)C.[Na+].O.C(=O)(O)[O-].[Na+], predict the reaction product. (8) Given the reactants O=[C:2]1[CH2:7][CH2:6][N:5]([C:8]2[CH:13]=[CH:12][C:11]([NH:14][S:15]([CH2:18][CH2:19][CH2:20][CH3:21])(=[O:17])=[O:16])=[CH:10][CH:9]=2)[CH2:4][CH2:3]1.[NH2:22][CH2:23][C@@H:24]([C:26]1[CH:27]=[CH:28][C:29]([OH:39])=[C:30]([NH:32][S:33]([CH:36]([CH3:38])[CH3:37])(=[O:35])=[O:34])[CH:31]=1)[OH:25], predict the reaction product. The product is: [OH:25][C@H:24]([C:26]1[CH:27]=[CH:28][C:29]([OH:39])=[C:30]([NH:32][S:33]([CH:36]([CH3:38])[CH3:37])(=[O:35])=[O:34])[CH:31]=1)[CH2:23][NH:22][CH:2]1[CH2:7][CH2:6][N:5]([C:8]2[CH:13]=[CH:12][C:11]([NH:14][S:15]([CH2:18][CH2:19][CH2:20][CH3:21])(=[O:17])=[O:16])=[CH:10][CH:9]=2)[CH2:4][CH2:3]1. (9) The product is: [CH2:7]([C:14]1([CH2:15][OH:16])[CH2:17][O:20][CH2:19]1)[C:8]1[CH:9]=[CH:10][CH:11]=[CH:12][CH:13]=1. Given the reactants CC(C)([O-])C.[K+].[CH2:7]([C:14]([CH2:19][OH:20])([CH2:17]O)[CH2:15][OH:16])[C:8]1[CH:13]=[CH:12][CH:11]=[CH:10][CH:9]=1.C(=O)(OCC)OCC, predict the reaction product. (10) Given the reactants Cl.[NH2:2][CH2:3][CH2:4][S:5]([NH2:8])(=[O:7])=[O:6].[CH:9]1([C:15](Cl)=[O:16])[CH2:14][CH2:13][CH2:12][CH2:11][CH2:10]1.C(Cl)CCl.[Cl:22][C:23]1[C:44]([CH3:45])=[CH:43][C:26]([O:27][CH2:28][CH2:29][CH2:30][C:31]2[C:39]3[C:34](=[CH:35][CH:36]=[CH:37][CH:38]=3)[NH:33][C:32]=2[C:40](O)=[O:41])=[CH:25][C:24]=1[CH3:46], predict the reaction product. The product is: [Cl:22][C:23]1[C:24]([CH3:46])=[CH:25][C:26]([O:27][CH2:28][CH2:29][CH2:30][C:31]2[C:39]3[C:34](=[CH:35][CH:36]=[CH:37][CH:38]=3)[NH:33][C:32]=2[C:40]([NH:8][S:5]([CH2:4][CH2:3][NH:2][C:15]([CH:9]2[CH2:14][CH2:13][CH2:12][CH2:11][CH2:10]2)=[O:16])(=[O:7])=[O:6])=[O:41])=[CH:43][C:44]=1[CH3:45].